From a dataset of Catalyst prediction with 721,799 reactions and 888 catalyst types from USPTO. Predict which catalyst facilitates the given reaction. (1) Reactant: [F:1][C:2]1[CH:3]=[C:4]([O:9][CH3:10])[CH:5]=[CH:6][C:7]=1[F:8].C([Li])CCC.[Br:16]Br.[Cl-].[NH4+]. Product: [Br:16][C:3]1[C:2]([F:1])=[C:7]([F:8])[CH:6]=[CH:5][C:4]=1[O:9][CH3:10]. The catalyst class is: 7. (2) Reactant: [CH2:1]([C:8]1([C:12]([O:14]CC)=[O:13])[CH2:11][CH2:10][CH2:9]1)[C:2]1[CH:7]=[CH:6][CH:5]=[CH:4][CH:3]=1. Product: [CH2:1]([C:8]1([C:12]([OH:14])=[O:13])[CH2:11][CH2:10][CH2:9]1)[C:2]1[CH:7]=[CH:6][CH:5]=[CH:4][CH:3]=1. The catalyst class is: 494. (3) Reactant: Cl[CH2:2][CH2:3][CH2:4][C:5]([C:7]1[CH:12]=[CH:11][CH:10]=[CH:9][CH:8]=1)=O.[C-]#[N:14].[Na+].C([O-])(=O)C.[NH4+].O. The catalyst class is: 107. Product: [C:7]1([C:5]2[NH:14][CH2:2][CH2:3][CH:4]=2)[CH:12]=[CH:11][CH:10]=[CH:9][CH:8]=1. (4) Reactant: Cl[C:2]1[CH:7]=[C:6]([C:8]2[CH:13]=[CH:12][CH:11]=[CH:10][C:9]=2[F:14])[N:5]=[CH:4][N:3]=1.[CH3:15][CH:16]([OH:20])[C:17]#[C:18][CH3:19].[H-].[Na+].O. Product: [F:14][C:9]1[CH:10]=[CH:11][CH:12]=[CH:13][C:8]=1[C:6]1[CH:7]=[C:2]([O:20][CH:16]([CH3:15])[C:17]#[C:18][CH3:19])[N:3]=[CH:4][N:5]=1. The catalyst class is: 9. (5) Reactant: [Al+3].[Cl-].[Cl-].[Cl-].[CH3:5][C:6]1([CH3:17])[C:10]2[CH:11]=[C:12]([CH:15]=[O:16])[CH:13]=[CH:14][C:9]=2[O:8][CH2:7]1.[Br:18]Br.Cl. Product: [Br:18][C:14]1[C:9]2[O:8][CH2:7][C:6]([CH3:17])([CH3:5])[C:10]=2[CH:11]=[C:12]([CH:15]=[O:16])[CH:13]=1. The catalyst class is: 4. (6) Reactant: [NH2:1][C:2]1[C:7]([C:8]#[N:9])=[C:6]([OH:10])[N:5]=[C:4]([CH3:11])[CH:3]=1.O.NN. Product: [NH2:1][C:2]1[CH:3]=[C:4]([CH3:11])[N:5]=[C:6]([OH:10])[C:7]=1[CH2:8][NH2:9]. The catalyst class is: 171. (7) Reactant: [C@@H:1]1([N:9]2[CH:17]=[C:15]([CH3:16])[C:13](=[O:14])[NH:12][C:10]2=[O:11])[O:8][C@H:5]([CH2:6][OH:7])[C@@H:3]([OH:4])[CH2:2]1.Cl[Si:19]([CH:32]([CH3:34])[CH3:33])([CH:29]([CH3:31])[CH3:30])[O:20][Si:21](Cl)([CH:25]([CH3:27])[CH3:26])[CH:22]([CH3:24])[CH3:23]. Product: [CH3:16][C:15]1[C:13](=[O:14])[NH:12][C:10](=[O:11])[N:9]([C@@H:1]2[O:8][C@H:5]3[C@H:3]([O:4][Si:19]([CH:29]([CH3:31])[CH3:30])([CH:32]([CH3:34])[CH3:33])[O:20][Si:21]([CH:25]([CH3:27])[CH3:26])([CH:22]([CH3:23])[CH3:24])[O:7][CH2:6]3)[CH2:2]2)[CH:17]=1. The catalyst class is: 17. (8) Reactant: [Cl:1][C:2]1[C:3]([C:25]2[S:29][C:28]([C:30]3([O:34][CH2:35][O:36][CH3:37])[CH2:33][CH2:32][CH2:31]3)=[N:27][CH:26]=2)=[C:4]2[CH:10]=[C:9]([C:11]([O:13]C)=[O:12])[N:8](S(C3C=CC(C)=CC=3)(=O)=O)[C:5]2=[N:6][CH:7]=1.[OH-].[Na+]. Product: [Cl:1][C:2]1[C:3]([C:25]2[S:29][C:28]([C:30]3([O:34][CH2:35][O:36][CH3:37])[CH2:33][CH2:32][CH2:31]3)=[N:27][CH:26]=2)=[C:4]2[CH:10]=[C:9]([C:11]([OH:13])=[O:12])[NH:8][C:5]2=[N:6][CH:7]=1. The catalyst class is: 5.